From a dataset of Full USPTO retrosynthesis dataset with 1.9M reactions from patents (1976-2016). Predict the reactants needed to synthesize the given product. Given the product [CH2:2]([N:11]1[C:12]2[C:8](=[C:7]([CH3:6])[CH:15]=[C:14]([N+:16]([O-:18])=[O:17])[CH:13]=2)[CH:9]=[N:10]1)[CH3:3].[CH2:2]([N:10]1[CH:9]=[C:8]2[C:12]([CH:13]=[C:14]([N+:16]([O-:18])=[O:17])[CH:15]=[C:7]2[CH3:6])=[N:11]1)[CH3:3], predict the reactants needed to synthesize it. The reactants are: I[CH2:2][CH3:3].[H-].[Na+].[CH3:6][C:7]1[CH:15]=[C:14]([N+:16]([O-:18])=[O:17])[CH:13]=[C:12]2[C:8]=1[CH:9]=[N:10][NH:11]2.